From a dataset of Reaction yield outcomes from USPTO patents with 853,638 reactions. Predict the reaction yield, written as a fraction of the theoretical maximum amount of product (1.0 means a 100% yield; for example, 0.34 means a 34% yield). The catalyst is CS(C)=O.C(=O)([O-])[O-].[Na+].[Na+]. The reactants are [C:1]([NH:9][C:10]1[S:11][CH2:12][C@@H:13]2[CH2:18][NH:17][CH2:16][C@:14]2([C:19]2[CH:20]=[C:21]([NH:25][C:26]([C:28]3[CH:33]=[CH:32][C:31]([F:34])=[CH:30][N:29]=3)=[O:27])[CH:22]=[CH:23][CH:24]=2)[N:15]=1)(=[O:8])[C:2]1[CH:7]=[CH:6][CH:5]=[CH:4][CH:3]=1.FC(F)(F)C(O)=O.[F:42][C:43]1[CH:44]=[N:45][C:46](Cl)=[N:47][CH:48]=1.C(N(C(C)C)CC)(C)C. The product is [C:1]([NH:9][C:10]1[S:11][CH2:12][C@@H:13]2[CH2:18][N:17]([C:46]3[N:47]=[CH:48][C:43]([F:42])=[CH:44][N:45]=3)[CH2:16][C@:14]2([C:19]2[CH:20]=[C:21]([NH:25][C:26]([C:28]3[CH:33]=[CH:32][C:31]([F:34])=[CH:30][N:29]=3)=[O:27])[CH:22]=[CH:23][CH:24]=2)[N:15]=1)(=[O:8])[C:2]1[CH:7]=[CH:6][CH:5]=[CH:4][CH:3]=1. The yield is 0.410.